This data is from NCI-60 drug combinations with 297,098 pairs across 59 cell lines. The task is: Regression. Given two drug SMILES strings and cell line genomic features, predict the synergy score measuring deviation from expected non-interaction effect. (1) Drug 1: C1CN(CCN1C(=O)CCBr)C(=O)CCBr. Drug 2: N.N.Cl[Pt+2]Cl. Cell line: HCC-2998. Synergy scores: CSS=36.9, Synergy_ZIP=-8.68, Synergy_Bliss=-6.68, Synergy_Loewe=0.951, Synergy_HSA=2.26. (2) Cell line: SNB-19. Drug 2: CC1C(C(CC(O1)OC2CC(CC3=C2C(=C4C(=C3O)C(=O)C5=C(C4=O)C(=CC=C5)OC)O)(C(=O)CO)O)N)O.Cl. Synergy scores: CSS=45.3, Synergy_ZIP=5.02, Synergy_Bliss=4.51, Synergy_Loewe=-1.91, Synergy_HSA=4.51. Drug 1: CC12CCC3C(C1CCC2=O)CC(=C)C4=CC(=O)C=CC34C.